This data is from Peptide-MHC class II binding affinity with 134,281 pairs from IEDB. The task is: Regression. Given a peptide amino acid sequence and an MHC pseudo amino acid sequence, predict their binding affinity value. This is MHC class II binding data. The peptide sequence is ANWIEIMRIKKLTIT. The MHC is HLA-DQA10301-DQB10302 with pseudo-sequence HLA-DQA10301-DQB10302. The binding affinity (normalized) is 0.117.